Predict the reactants needed to synthesize the given product. From a dataset of Full USPTO retrosynthesis dataset with 1.9M reactions from patents (1976-2016). (1) Given the product [CH2:26]([N:23]1[CH:2]=[C:1]([C:3]2[CH:8]=[CH:7][C:6]([N:9]3[CH2:13][C@H:12]([CH2:14][N:15]4[CH:19]=[C:18]([CH3:20])[N:17]=[N:16]4)[O:11][C:10]3=[O:21])=[CH:5][C:4]=2[F:22])[N:25]=[N:24]1)[C:27]1[CH:32]=[CH:31][CH:30]=[CH:29][CH:28]=1, predict the reactants needed to synthesize it. The reactants are: [C:1]([C:3]1[CH:8]=[CH:7][C:6]([N:9]2[CH2:13][C@H:12]([CH2:14][N:15]3[CH:19]=[C:18]([CH3:20])[N:17]=[N:16]3)[O:11][C:10]2=[O:21])=[CH:5][C:4]=1[F:22])#[CH:2].[N:23]([CH2:26][C:27]1[CH:32]=[CH:31][CH:30]=[CH:29][CH:28]=1)=[N+:24]=[N-:25].N1C(C)=CC=CC=1C. (2) Given the product [C:1]1([C:22]2[CH:23]=[CH:24][CH:25]=[CH:26][CH:27]=2)[CH:6]=[CH:5][C:4]([C:7]2[C:8]([CH3:21])=[N:9][N:10]([C:13]3[CH:14]=[C:15]([OH:19])[CH:16]=[CH:17][CH:18]=3)[C:11]=2[CH3:12])=[CH:3][CH:2]=1, predict the reactants needed to synthesize it. The reactants are: [C:1]1([C:22]2[CH:27]=[CH:26][CH:25]=[CH:24][CH:23]=2)[CH:6]=[CH:5][C:4]([C:7]2[C:8]([CH3:21])=[N:9][N:10]([C:13]3[CH:18]=[CH:17][CH:16]=[C:15]([O:19]C)[CH:14]=3)[C:11]=2[CH3:12])=[CH:3][CH:2]=1. (3) Given the product [CH3:1][C:2]1([CH3:11])[CH2:7][C:6]([CH3:9])([CH3:8])[CH2:5][C:4](=[N:14][NH:13][C:12]([O:16][C:17]([CH3:20])([CH3:19])[CH3:18])=[O:15])[CH2:3]1, predict the reactants needed to synthesize it. The reactants are: [CH3:1][C:2]1([CH3:11])[CH2:7][C:6]([CH3:9])([CH3:8])[CH2:5][C:4](=O)[CH2:3]1.[C:12]([O:16][C:17]([CH3:20])([CH3:19])[CH3:18])(=[O:15])[NH:13][NH2:14].O. (4) Given the product [CH2:1]([O:3][CH:4]([O:19][CH2:20][CH3:21])[C:5]1[CH:6]=[CH:7][C:8]([CH2:11][N:12]([CH:13]2[CH2:14][CH2:15][O:16][CH2:17][CH2:18]2)[C:27](=[O:28])[O:26][C:23]([CH3:25])([CH3:24])[CH3:22])=[CH:9][CH:10]=1)[CH3:2], predict the reactants needed to synthesize it. The reactants are: [CH2:1]([O:3][CH:4]([O:19][CH2:20][CH3:21])[C:5]1[CH:10]=[CH:9][C:8]([CH2:11][NH:12][CH:13]2[CH2:18][CH2:17][O:16][CH2:15][CH2:14]2)=[CH:7][CH:6]=1)[CH3:2].[CH3:22][C:23]([O:26][C:27](O[C:27]([O:26][C:23]([CH3:25])([CH3:24])[CH3:22])=[O:28])=[O:28])([CH3:25])[CH3:24].CCN(CC)CC.